Predict the product of the given reaction. From a dataset of Forward reaction prediction with 1.9M reactions from USPTO patents (1976-2016). (1) Given the reactants [CH3:1][N:2]([C:4]([NH:6][C:7]([NH2:9])=[NH:8])=[NH:5])[CH3:3].[CH:10]1[C:15]([C:16]([NH:18][C@H:19]([C:25]([OH:27])=[O:26])[CH2:20][CH2:21][C:22]([OH:24])=[O:23])=[O:17])=[CH:14][CH:13]=[C:12]([NH:28][CH2:29][C:30]2[CH:31]=[N:32][C:33]3[NH:40][C:39]([NH2:41])=[N:38][C:36](=[O:37])[C:34]=3[N:35]=2)[CH:11]=1, predict the reaction product. The product is: [CH:14]1[C:15]([C:16]([NH:18][C@H:19]([C:25]([OH:27])=[O:26])[CH2:20][CH2:21][C:22]([OH:24])=[O:23])=[O:17])=[CH:10][CH:11]=[C:12]([NH:28][CH2:29][C:30]2[CH:31]=[N:32][C:33]3[NH:40][C:39]([NH2:41])=[N:38][C:36](=[O:37])[C:34]=3[N:35]=2)[CH:13]=1.[CH3:1][N:2]([C:4]([NH:6][C:7]([NH2:9])=[NH:8])=[NH:5])[CH3:3]. (2) The product is: [CH3:10][O:11][C:2]1[CH:9]=[CH:8][C:5]([C:6]#[N:7])=[CH:4][N:3]=1. Given the reactants Cl[C:2]1[CH:9]=[CH:8][C:5]([C:6]#[N:7])=[CH:4][N:3]=1.[CH3:10][O-:11].[Na+].CO, predict the reaction product. (3) Given the reactants [Cl:1][C:2]1[N:7]=[C:6](Cl)[C:5]([N+:9]([O-:11])=[O:10])=[CH:4][N:3]=1.[CH3:12][O:13][C:14]1[CH:19]=[CH:18][C:17]([OH:20])=[CH:16][CH:15]=1, predict the reaction product. The product is: [Cl:1][C:2]1[N:7]=[C:6]([O:20][C:17]2[CH:18]=[CH:19][C:14]([O:13][CH3:12])=[CH:15][CH:16]=2)[C:5]([N+:9]([O-:11])=[O:10])=[CH:4][N:3]=1. (4) Given the reactants [C:1]([C:3]1[CH:8]=[CH:7][C:6]([C:9]2[N:13]3[N:14]=[C:15]([C:18]4[CH:26]=[CH:25][C:21]([C:22](O)=[O:23])=[CH:20][CH:19]=4)[CH:16]=[CH:17][C:12]3=[N:11][CH:10]=2)=[CH:5][CH:4]=1)#[N:2].CN(C(ON1N=NC2C=CC=NC1=2)=[N+](C)C)C.F[P-](F)(F)(F)(F)F.CN1CCOCC1.[CH:58]([N:61]1[CH2:66][CH2:65][NH:64][CH2:63][CH2:62]1)([CH3:60])[CH3:59], predict the reaction product. The product is: [CH:58]([N:61]1[CH2:66][CH2:65][N:64]([C:22]([C:21]2[CH:20]=[CH:19][C:18]([C:15]3[CH:16]=[CH:17][C:12]4[N:13]([C:9]([C:6]5[CH:7]=[CH:8][C:3]([C:1]#[N:2])=[CH:4][CH:5]=5)=[CH:10][N:11]=4)[N:14]=3)=[CH:26][CH:25]=2)=[O:23])[CH2:63][CH2:62]1)([CH3:60])[CH3:59]. (5) Given the reactants [CH:1]([C:3]1[CH:8]=[CH:7][C:6](B(O)O)=[CH:5][CH:4]=1)=[CH2:2].Cl[C:13]1[CH:14]=[C:15]([C:19]2[CH:24]=[CH:23][N:22]=[CH:21][CH:20]=2)[CH:16]=[CH:17][CH:18]=1.F[K].C(P)(C)(C)C.P(C(C)(C)C)(C(C)(C)C)C(C)(C)C, predict the reaction product. The product is: [CH:1]([C:3]1[CH:8]=[CH:7][C:6]([C:17]2[CH:18]=[CH:13][CH:14]=[C:15]([C:19]3[CH:20]=[CH:21][N:22]=[CH:23][CH:24]=3)[CH:16]=2)=[CH:5][CH:4]=1)=[CH2:2]. (6) Given the reactants C[N:2]1[CH2:7][CH2:6][N:5]([CH:8]2[CH2:13][CH2:12][N:11]([C:14]3[CH:19]=[CH:18][C:17]([N+:20]([O-:22])=[O:21])=[CH:16][CH:15]=3)[CH2:10][CH2:9]2)[CH2:4][CH2:3]1.[Cl:23]C(OC(Cl)C)=O, predict the reaction product. The product is: [ClH:23].[N+:20]([C:17]1[CH:16]=[CH:15][C:14]([N:11]2[CH2:10][CH2:9][CH:8]([N:5]3[CH2:6][CH2:7][NH:2][CH2:3][CH2:4]3)[CH2:13][CH2:12]2)=[CH:19][CH:18]=1)([O-:22])=[O:21]. (7) Given the reactants C(OC(=O)[NH:7][CH:8]([CH2:26][C:27]1[CH:32]=[C:31]([F:33])[C:30]([F:34])=[CH:29][C:28]=1[F:35])[CH2:9][C:10](=[O:25])[N:11]1[CH2:20][C:19]2[N:15]([CH:16]=[CH:17][N:18]=2)[C:14]2[CH:21]=[CH:22][CH:23]=[CH:24][C:13]=2[CH2:12]1)(C)(C)C.[F:37][C:38]([F:43])([F:42])[C:39]([OH:41])=[O:40], predict the reaction product. The product is: [F:37][C:38]([F:43])([F:42])[C:39]([OH:41])=[O:40].[NH2:7][CH:8]([CH2:26][C:27]1[CH:32]=[C:31]([F:33])[C:30]([F:34])=[CH:29][C:28]=1[F:35])[CH2:9][C:10]([N:11]1[CH2:20][C:19]2[N:15]([CH:16]=[CH:17][N:18]=2)[C:14]2[CH:21]=[CH:22][CH:23]=[CH:24][C:13]=2[CH2:12]1)=[O:25].